This data is from Peptide-MHC class I binding affinity with 185,985 pairs from IEDB/IMGT. The task is: Regression. Given a peptide amino acid sequence and an MHC pseudo amino acid sequence, predict their binding affinity value. This is MHC class I binding data. (1) The peptide sequence is YANCSSISIK. The MHC is HLA-A11:01 with pseudo-sequence HLA-A11:01. The binding affinity (normalized) is 0.561. (2) The peptide sequence is RPNRQLGSM. The MHC is HLA-A23:01 with pseudo-sequence HLA-A23:01. The binding affinity (normalized) is 0.0847. (3) The peptide sequence is MMSAPPAEY. The MHC is HLA-A24:02 with pseudo-sequence HLA-A24:02. The binding affinity (normalized) is 0.127. (4) The peptide sequence is RNRVSTGPQ. The MHC is HLA-A30:01 with pseudo-sequence HLA-A30:01. The binding affinity (normalized) is 0.358. (5) The peptide sequence is ASSASYASPS. The MHC is HLA-B07:02 with pseudo-sequence HLA-B07:02. The binding affinity (normalized) is 0. (6) The peptide sequence is YLYETYHLI. The MHC is HLA-C08:02 with pseudo-sequence HLA-C08:02. The binding affinity (normalized) is 0.0847. (7) The peptide sequence is IKLEPVHGVY. The MHC is HLA-A01:01 with pseudo-sequence HLA-A01:01. The binding affinity (normalized) is 0.